From a dataset of CYP2D6 inhibition data for predicting drug metabolism from PubChem BioAssay. Regression/Classification. Given a drug SMILES string, predict its absorption, distribution, metabolism, or excretion properties. Task type varies by dataset: regression for continuous measurements (e.g., permeability, clearance, half-life) or binary classification for categorical outcomes (e.g., BBB penetration, CYP inhibition). Dataset: cyp2d6_veith. (1) The compound is Cl.OC(COCC1COc2ccccc2O1)CN1CCN(c2ccccc2F)CC1. The result is 1 (inhibitor). (2) The drug is Cc1ccc(C(=O)NNC(=O)CSc2nnc3c(n2)[nH]c2ccc(F)cc23)cc1. The result is 0 (non-inhibitor). (3) The compound is CCN(CC)CCNC(=O)c1ccc(NC(C)=O)cc1. The result is 0 (non-inhibitor). (4) The drug is Cc1ccc(S(=O)(=O)/N=C2/NC(=O)/C(=C/c3cccnc3)S2)cc1. The result is 0 (non-inhibitor). (5) The result is 0 (non-inhibitor). The compound is Cc1ccc2occ(/C=C/C(=O)c3ccccc3O)c(=O)c2c1. (6) The molecule is O=C1CC(c2ccc3c(c2)OCO3)CN1. The result is 0 (non-inhibitor). (7) The drug is COc1ccc(Oc2ncc3nc(-c4ccc(Cl)cc4)c(=O)n(C)c3n2)cc1. The result is 0 (non-inhibitor).